Task: Predict the reactants needed to synthesize the given product.. Dataset: Full USPTO retrosynthesis dataset with 1.9M reactions from patents (1976-2016) (1) Given the product [C:1]([O:5][C:6]([NH:8][C@H:9]([C:20]([O:22][CH3:23])=[O:21])[CH2:10][C@H:11]([CH2:16][CH2:17][CH2:18][O:19][S:32]([CH3:31])(=[O:34])=[O:33])[C:12]([O:14][CH3:15])=[O:13])=[O:7])([CH3:3])([CH3:4])[CH3:2], predict the reactants needed to synthesize it. The reactants are: [C:1]([O:5][C:6]([NH:8][C@H:9]([C:20]([O:22][CH3:23])=[O:21])[CH2:10][C@H:11]([CH2:16][CH2:17][CH2:18][OH:19])[C:12]([O:14][CH3:15])=[O:13])=[O:7])([CH3:4])([CH3:3])[CH3:2].C(N(CC)CC)C.[CH3:31][S:32](Cl)(=[O:34])=[O:33]. (2) Given the product [Cl:1][C:2]1[CH:3]=[CH:4][C:5]([CH:8]([CH3:12])[C:9]([NH:13][CH2:14][CH2:15][CH2:16][N:17]2[CH2:22][CH2:21][CH:20]([C:23]3[CH:24]=[C:25]([NH:29][C:30](=[O:34])[CH2:31][CH2:32][CH3:33])[CH:26]=[CH:27][CH:28]=3)[CH2:19][CH2:18]2)=[O:11])=[CH:6][CH:7]=1, predict the reactants needed to synthesize it. The reactants are: [Cl:1][C:2]1[CH:7]=[CH:6][C:5]([CH:8]([CH3:12])[C:9]([OH:11])=O)=[CH:4][CH:3]=1.[NH2:13][CH2:14][CH2:15][CH2:16][N:17]1[CH2:22][CH2:21][CH:20]([C:23]2[CH:24]=[C:25]([NH:29][C:30](=[O:34])[CH2:31][CH2:32][CH3:33])[CH:26]=[CH:27][CH:28]=2)[CH2:19][CH2:18]1. (3) Given the product [CH3:27][NH:28][C:2]1[CH:3]=[C:4]([C:11]2[CH:16]=[CH:15][C:14]([NH2:17])=[C:13]([N+:18]([O-:20])=[O:19])[CH:12]=2)[CH:5]=[CH:6][C:7]=1[N+:8]([O-:10])=[O:9], predict the reactants needed to synthesize it. The reactants are: F[C:2]1[CH:3]=[C:4]([C:11]2[CH:16]=[CH:15][C:14]([NH2:17])=[C:13]([N+:18]([O-:20])=[O:19])[CH:12]=2)[CH:5]=[CH:6][C:7]=1[N+:8]([O-:10])=[O:9].C([O-])([O-])=O.[K+].[K+].[CH3:27][NH2:28].